From a dataset of Reaction yield outcomes from USPTO patents with 853,638 reactions. Predict the reaction yield, written as a fraction of the theoretical maximum amount of product (1.0 means a 100% yield; for example, 0.34 means a 34% yield). (1) The reactants are Br[CH2:2]C1C=CC(F)=CC=1.Br.Br[CH2:12][C:13]1[CH:18]=[CH:17][CH:16]=[CH:15][N:14]=1.[O:19]=[C:20]1[NH:24][CH2:23][CH2:22][N:21]1[C:25]1[CH:26]=[C:27]([CH:31]=[CH:32][N:33]=1)[C:28]([O-:30])=[O:29]. No catalyst specified. The product is [O:19]=[C:20]1[N:24]([CH2:12][C:13]2[CH:18]=[CH:17][CH:16]=[CH:15][N:14]=2)[CH2:23][CH2:22][N:21]1[C:25]1[CH:26]=[C:27]([CH:31]=[CH:32][N:33]=1)[C:28]([O:30][CH3:2])=[O:29]. The yield is 0.660. (2) The reactants are [F:1][C:2]([F:43])([F:42])[C:3]1[CH:4]=[C:5]([CH:39]=[CH:40][CH:41]=1)[CH2:6][NH:7][C:8](=[O:38])[C:9]1[CH:14]=[CH:13][N:12]=[C:11]([C:15]2[CH:20]=[C:19]([N:21]3[CH2:26][CH2:25][CH2:24][CH2:23][CH2:22]3)[CH:18]=[CH:17][C:16]=2[NH:27][C:28](=[O:37])[C:29]2[CH:34]=[CH:33][CH:32]=[C:31]([CH2:35]Br)[CH:30]=2)[CH:10]=1.[NH:44]1[CH2:49][CH2:48][CH:47]([NH:50][C:51](=[O:53])[CH3:52])[CH2:46][CH2:45]1.[I-].[K+].C(=O)([O-])[O-].[K+].[K+]. The catalyst is CN(C)C=O.O. The product is [C:51]([NH:50][CH:47]1[CH2:48][CH2:49][N:44]([CH2:35][C:31]2[CH:30]=[C:29]([CH:34]=[CH:33][CH:32]=2)[C:28]([NH:27][C:16]2[CH:17]=[CH:18][C:19]([N:21]3[CH2:26][CH2:25][CH2:24][CH2:23][CH2:22]3)=[CH:20][C:15]=2[C:11]2[CH:10]=[C:9]([CH:14]=[CH:13][N:12]=2)[C:8]([NH:7][CH2:6][C:5]2[CH:39]=[CH:40][CH:41]=[C:3]([C:2]([F:43])([F:42])[F:1])[CH:4]=2)=[O:38])=[O:37])[CH2:45][CH2:46]1)(=[O:53])[CH3:52]. The yield is 0.500. (3) The reactants are [CH2:1]([CH:3]([CH2:8][CH3:9])[CH2:4][C:5]([OH:7])=O)[CH3:2].S(Cl)(Cl)=O.[CH3:14][C:15]1[CH:20]=[C:19]([N:21]2[CH2:26][CH2:25][O:24][CH2:23][CH2:22]2)[CH:18]=[C:17]([CH3:27])[C:16]=1[NH2:28].C(=O)(O)[O-].[Na+].[Cl-].[Na+].O.O. The catalyst is C(#N)C. The product is [CH3:14][C:15]1[CH:20]=[C:19]([N:21]2[CH2:26][CH2:25][O:24][CH2:23][CH2:22]2)[CH:18]=[C:17]([CH3:27])[C:16]=1[NH:28][C:5](=[O:7])[CH2:4][CH:3]([CH2:1][CH3:2])[CH2:8][CH3:9]. The yield is 0.300. (4) The reactants are [CH3:1][N:2]1[C:6]([B:7]2[O:11][C:10]([CH3:13])([CH3:12])[C:9]([CH3:15])([CH3:14])[O:8]2)=[CH:5][CH:4]=[N:3]1.[Cl:16]N1C(=O)CCC1=O.O1CCCC1. No catalyst specified. The product is [Cl:16][C:5]1[CH:4]=[N:3][N:2]([CH3:1])[C:6]=1[B:7]1[O:11][C:10]([CH3:13])([CH3:12])[C:9]([CH3:15])([CH3:14])[O:8]1. The yield is 0.780. (5) The reactants are C([O:4][C:5]1[CH:6]=[C:7]2[C:12](=[CH:13][C:14]=1[O:15][CH3:16])[N:11]=[CH:10][N:9]=[C:8]2[Cl:17])(=O)C. The catalyst is N. The product is [Cl:17][C:8]1[C:7]2[C:12](=[CH:13][C:14]([O:15][CH3:16])=[C:5]([OH:4])[CH:6]=2)[N:11]=[CH:10][N:9]=1. The yield is 0.678. (6) The reactants are [F:1][C:2]1[CH:3]=[C:4]([CH:13]2[C:22]([CH3:24])([CH3:23])[CH2:21][C:20]3[C:15](=[CH:16][CH:17]=[C:18]([C:25](O)=[O:26])[CH:19]=3)[NH:14]2)[CH:5]=[C:6]([N:8]2[CH2:12][CH2:11][CH2:10][CH2:9]2)[CH:7]=1.[CH:28]1([S:31]([NH2:34])(=[O:33])=[O:32])[CH2:30][CH2:29]1. The catalyst is CN(C)C1C=CN=CC=1.ClCCl. The product is [F:1][C:2]1[CH:3]=[C:4]([CH:13]2[C:22]([CH3:24])([CH3:23])[CH2:21][C:20]3[C:15](=[CH:16][CH:17]=[C:18]([C:25]([NH:34][S:31]([CH:28]4[CH2:30][CH2:29]4)(=[O:33])=[O:32])=[O:26])[CH:19]=3)[NH:14]2)[CH:5]=[C:6]([N:8]2[CH2:12][CH2:11][CH2:10][CH2:9]2)[CH:7]=1. The yield is 0.200. (7) The reactants are [CH3:1][O:2][C:3]1[CH:4]=[C:5]([C:11]2[N:12]=[C:13]([NH:34][CH2:35][CH3:36])[S:14][C:15]=2[C:16]2[CH:21]=[CH:20][N:19]=[C:18]([NH:22][C:23]3[CH:28]=[CH:27][C:26]([O:29][CH2:30][CH2:31]O)=[C:25]([F:33])[CH:24]=3)[N:17]=2)[CH:6]=[C:7]([O:9][CH3:10])[CH:8]=1.P(Br)(Br)[Br:38].C(Cl)Cl. The catalyst is ClCCCl. The product is [CH3:1][O:2][C:3]1[CH:4]=[C:5]([C:11]2[N:12]=[C:13]([NH:34][CH2:35][CH3:36])[S:14][C:15]=2[C:16]2[CH:21]=[CH:20][N:19]=[C:18]([NH:22][C:23]3[CH:28]=[CH:27][C:26]([O:29][CH2:30][CH2:31][Br:38])=[C:25]([F:33])[CH:24]=3)[N:17]=2)[CH:6]=[C:7]([O:9][CH3:10])[CH:8]=1. The yield is 0.170.